From a dataset of Full USPTO retrosynthesis dataset with 1.9M reactions from patents (1976-2016). Predict the reactants needed to synthesize the given product. (1) The reactants are: [NH:1]1[CH2:6][CH2:5][O:4][C:3]2[N:7]=[CH:8][C:9]([C:11]([O:13][CH3:14])=[O:12])=[CH:10][C:2]1=2.C(N(CC)CC)C.[N:22]1([S:28](Cl)(=[O:30])=[O:29])[CH2:27][CH2:26][O:25][CH2:24][CH2:23]1.OP(O)(O)=O. Given the product [O:25]1[CH2:26][CH2:27][N:22]([S:28]([N:1]2[CH2:6][CH2:5][O:4][C:3]3[N:7]=[CH:8][C:9]([C:11]([O:13][CH3:14])=[O:12])=[CH:10][C:2]2=3)(=[O:30])=[O:29])[CH2:23][CH2:24]1, predict the reactants needed to synthesize it. (2) Given the product [F:1][C:2]1[CH:9]=[C:8]([F:10])[CH:7]=[CH:6][C:3]=1[CH2:4][NH:5][C:29]([C:16]1([CH2:15][CH2:14][CH2:13][CH2:12][Br:11])[C:28]2[CH:27]=[CH:26][CH:25]=[CH:24][C:23]=2[C:22]2[C:17]1=[CH:18][CH:19]=[CH:20][CH:21]=2)=[O:30], predict the reactants needed to synthesize it. The reactants are: [F:1][C:2]1[CH:9]=[C:8]([F:10])[CH:7]=[CH:6][C:3]=1[CH2:4][NH2:5].[Br:11][CH2:12][CH2:13][CH2:14][CH2:15][C:16]1([C:29](Cl)=[O:30])[C:28]2[CH:27]=[CH:26][CH:25]=[CH:24][C:23]=2[C:22]2[C:17]1=[CH:18][CH:19]=[CH:20][CH:21]=2. (3) Given the product [OH:1][C:2]1[CH:3]=[CH:4][C:5]2[O:9][C:8]([CH:10]([OH:14])[CH:11]([CH3:12])[CH3:13])=[C:7]([CH3:15])[C:6]=2[CH:16]=1, predict the reactants needed to synthesize it. The reactants are: [OH:1][C:2]1[CH:3]=[CH:4][C:5]2[O:9][C:8]([C:10](=[O:14])[CH:11]([CH3:13])[CH3:12])=[C:7]([CH3:15])[C:6]=2[CH:16]=1.[BH4-].[Na+]. (4) The reactants are: [CH3:1][N:2]1[CH2:7][N:6]([CH3:8])[CH2:5][NH:4][C:3]1=[N:9][N+:10]([O-:12])=[O:11].[H-].[Na+].[H][H].[Cl:17][C:18]1[S:19][C:20]([CH2:23]Cl)=[CH:21][N:22]=1. Given the product [Cl:17][C:18]1[S:19][C:20]([CH2:23][N:4]2[CH2:5][N:6]([CH3:8])[CH2:7][N:2]([CH3:1])[C:3]2=[N:9][N+:10]([O-:12])=[O:11])=[CH:21][N:22]=1, predict the reactants needed to synthesize it. (5) Given the product [Cl:1][C:2]1[CH:25]=[CH:24][C:5]([CH2:6][NH:7][C:8]([C:10]2[C:11](=[O:23])[C:12]3[S:19][C:18]([CH2:20][N:36]([CH2:35][CH:34]([OH:38])[C:31]4[CH:32]=[CH:33][C:28]([O:27][CH3:26])=[CH:29][CH:30]=4)[CH3:37])=[C:17]([CH3:22])[C:13]=3[N:14]([CH3:16])[CH:15]=2)=[O:9])=[CH:4][CH:3]=1, predict the reactants needed to synthesize it. The reactants are: [Cl:1][C:2]1[CH:25]=[CH:24][C:5]([CH2:6][NH:7][C:8]([C:10]2[C:11](=[O:23])[C:12]3[S:19][C:18]([CH2:20]Cl)=[C:17]([CH3:22])[C:13]=3[N:14]([CH3:16])[CH:15]=2)=[O:9])=[CH:4][CH:3]=1.[CH3:26][O:27][C:28]1[CH:33]=[CH:32][C:31]([CH:34]([OH:38])[CH2:35][NH:36][CH3:37])=[CH:30][CH:29]=1.C(N(C(C)C)CC)(C)C.